This data is from Catalyst prediction with 721,799 reactions and 888 catalyst types from USPTO. The task is: Predict which catalyst facilitates the given reaction. (1) Reactant: O.C1(C)C=CC(C([C@](C(O)=O)(O)[C@](C(C2C=CC(C)=CC=2)=O)(O)C(O)=O)=O)=CC=1.[CH2:30]([N:33]1[C:37]([CH2:38][S@@:39]([C:41]2[CH:47]=[CH:46][C:44]([NH2:45])=[CH:43][CH:42]=2)=[O:40])=[CH:36][N:35]=[CH:34]1)[CH2:31][CH3:32]. Product: [CH2:30]([N:33]1[C:37]([CH2:38][S:39]([C:41]2[CH:42]=[CH:43][C:44]([NH2:45])=[CH:46][CH:47]=2)=[O:40])=[CH:36][N:35]=[CH:34]1)[CH2:31][CH3:32]. The catalyst class is: 13. (2) Reactant: [O:1]1[CH:5]=[CH:4][N:3]=[C:2]1[C:6]1[CH:11]=[CH:10][C:9]([OH:12])=[CH:8][CH:7]=1.C(=O)([O-])[O-].[Cs+].[Cs+].F[C:20]1[CH:27]=[CH:26][C:23]([CH:24]=[O:25])=[CH:22][CH:21]=1.O. Product: [O:1]1[CH:5]=[CH:4][N:3]=[C:2]1[C:6]1[CH:11]=[CH:10][C:9]([O:12][C:20]2[CH:27]=[CH:26][C:23]([CH:24]=[O:25])=[CH:22][CH:21]=2)=[CH:8][CH:7]=1. The catalyst class is: 85. (3) Reactant: [C:1]1([CH:7]2[CH2:12][CH2:11][CH2:10][CH2:9][CH:8]2[CH2:13][OH:14])[CH:6]=[CH:5][CH:4]=[CH:3][CH:2]=1.C1C=CC(P(C2C=CC=CC=2)C2C=CC=CC=2)=CC=1.[OH:34][C:35]1[CH:42]=[CH:41][CH:40]=[C:39](O)[C:36]=1[CH:37]=[O:38].CC(OC(/N=N/C(OC(C)C)=O)=O)C. Product: [OH:34][C:35]1[CH:42]=[CH:41][CH:40]=[C:39]([O:14][CH2:13][CH:8]2[CH2:9][CH2:10][CH2:11][CH2:12][CH:7]2[C:1]2[CH:6]=[CH:5][CH:4]=[CH:3][CH:2]=2)[C:36]=1[CH:37]=[O:38]. The catalyst class is: 7. (4) Reactant: Cl.[N:2]1([C:8]([O:10][CH2:11][C:12]2[CH:17]=[CH:16][C:15]([Cl:18])=[CH:14][CH:13]=2)=[O:9])[CH2:7][CH2:6][NH:5][CH2:4][CH2:3]1.O[N:20]1[C:24]2[CH:25]=[CH:26][CH:27]=[CH:28][C:23]=2[N:22]=[N:21]1.CN1CC[O:33][CH2:32][CH2:31]1.Cl.CN(C)CCCN=C=N. Product: [NH:20]1[C:24]2[CH:25]=[CH:26][C:27]([CH2:31][C:32]([N:5]3[CH2:6][CH2:7][N:2]([C:8]([O:10][CH2:11][C:12]4[CH:17]=[CH:16][C:15]([Cl:18])=[CH:14][CH:13]=4)=[O:9])[CH2:3][CH2:4]3)=[O:33])=[CH:28][C:23]=2[N:22]=[N:21]1. The catalyst class is: 3. (5) Reactant: [C:1]([C:3]1[CH:4]=[C:5]([CH:25]=[CH:26][CH:27]=1)[CH2:6][O:7][C:8]1[CH:9]=[C:10]2[N:17](C(OC(C)(C)C)=O)[CH2:16][CH2:15][N:11]2[C:12](=[O:14])[N:13]=1)#[N:2].C(O)(C(F)(F)F)=O. The catalyst class is: 4. Product: [O:14]=[C:12]1[N:11]2[CH2:15][CH2:16][NH:17][C:10]2=[CH:9][C:8]([O:7][CH2:6][C:5]2[CH:4]=[C:3]([CH:27]=[CH:26][CH:25]=2)[C:1]#[N:2])=[N:13]1.